This data is from Forward reaction prediction with 1.9M reactions from USPTO patents (1976-2016). The task is: Predict the product of the given reaction. Given the reactants [Br:1][C:2]1[CH:7]=[CH:6][C:5]([N:8]2[C:13](=[O:14])[CH:12]=[C:11]([O:15][CH:16]3[CH2:21][CH2:20][N:19](C(OC(C)(C)C)=O)[CH2:18][CH2:17]3)[C:10]([C:29]#[N:30])=[N:9]2)=[CH:4][C:3]=1[F:31].[ClH:32].O1CCOCC1.CCOCC, predict the reaction product. The product is: [ClH:32].[Br:1][C:2]1[CH:7]=[CH:6][C:5]([N:8]2[C:13](=[O:14])[CH:12]=[C:11]([O:15][CH:16]3[CH2:21][CH2:20][NH:19][CH2:18][CH2:17]3)[C:10]([C:29]#[N:30])=[N:9]2)=[CH:4][C:3]=1[F:31].